This data is from Full USPTO retrosynthesis dataset with 1.9M reactions from patents (1976-2016). The task is: Predict the reactants needed to synthesize the given product. Given the product [C:1]([C:5]1[N:9]([CH2:10][CH:11]2[CH2:16][CH2:15][C:14]([F:18])([F:17])[CH2:13][CH2:12]2)[C:8]2[CH:19]=[CH:20][C:21]([S:23]([N:42]3[CH2:43][CH2:44][O:45][C@@H:40]([C:38]([NH:37][CH:34]4[CH2:35][CH2:36]4)=[O:39])[CH2:41]3)(=[O:25])=[O:24])=[CH:22][C:7]=2[N:6]=1)([CH3:4])([CH3:3])[CH3:2], predict the reactants needed to synthesize it. The reactants are: [C:1]([C:5]1[N:9]([CH2:10][CH:11]2[CH2:16][CH2:15][C:14]([F:18])([F:17])[CH2:13][CH2:12]2)[C:8]2[CH:19]=[CH:20][C:21]([S:23](Cl)(=[O:25])=[O:24])=[CH:22][C:7]=2[N:6]=1)([CH3:4])([CH3:3])[CH3:2].FC(F)(F)C([O-])=O.[CH:34]1([NH:37][C:38]([CH:40]2[O:45][CH2:44][CH2:43][NH2+:42][CH2:41]2)=[O:39])[CH2:36][CH2:35]1.CCN(C(C)C)C(C)C.